From a dataset of Reaction yield outcomes from USPTO patents with 853,638 reactions. Predict the reaction yield, written as a fraction of the theoretical maximum amount of product (1.0 means a 100% yield; for example, 0.34 means a 34% yield). (1) The catalyst is C([O-])(=O)C.[Pd+2].C([O-])(=O)C.COCCOC. The product is [C:19]1([C:2]2[C:6]3[C:7]([NH:11][CH2:12][C:13]4[CH:18]=[CH:17][CH:16]=[CH:15][N:14]=4)=[N:8][CH:9]=[CH:10][C:5]=3[S:4][CH:3]=2)[CH:24]=[CH:23][CH:22]=[CH:21][CH:20]=1. The reactants are Br[C:2]1[C:6]2[C:7]([NH:11][CH2:12][C:13]3[CH:18]=[CH:17][CH:16]=[CH:15][N:14]=3)=[N:8][CH:9]=[CH:10][C:5]=2[S:4][CH:3]=1.[C:19]1(B(O)O)[CH:24]=[CH:23][CH:22]=[CH:21][CH:20]=1.C1(P(C2C=CC=CC=2)C2C=CC=CC=2)C=CC=CC=1.C(=O)([O-])[O-].[Na+].[Na+]. The yield is 0.600. (2) The reactants are [Br:1][C:2]1C(Cl)=[C:4]([NH:8][C:9](=O)[C:10]2[CH:15]=[CH:14][CH:13]=[CH:12][C:11]=2[NH:16][CH3:17])[CH:5]=[CH:6][CH:7]=1.Cl[C:21]([Cl:31])(OC(=O)OC(Cl)(Cl)Cl)Cl.[OH2:32].C1C[O:36][CH2:35]C1. No catalyst specified. The product is [Br:1][C:2]1[C:21]([Cl:31])=[C:4](/[N:8]=[C:9]2/[C:10]3[CH:15]=[CH:14][CH:13]=[CH:12][C:11]=3[N:16]([CH3:17])[C:35](=[O:36])[O:32]/2)[CH:5]=[CH:6][CH:7]=1. The yield is 0.810. (3) The reactants are [Br:1][C:2]1[CH:10]=[CH:9][C:5]([C:6]([OH:8])=[O:7])=[C:4]([Cl:11])[CH:3]=1.O=S(Cl)Cl.[CH3:16]O. No catalyst specified. The product is [Br:1][C:2]1[CH:10]=[CH:9][C:5]([C:6]([O:8][CH3:16])=[O:7])=[C:4]([Cl:11])[CH:3]=1. The yield is 0.850. (4) The reactants are [NH2:1][C:2]1[C:10]([Cl:11])=[C:9]([O:12][CH3:13])[CH:8]=[CH:7][C:3]=1[C:4]([OH:6])=[O:5].[C:14]([O-])([O-])=O.[K+].[K+].CI.C(O)(=O)CC(CC(O)=O)(C(O)=O)O. The catalyst is CN(C=O)C. The product is [CH3:14][O:5][C:4](=[O:6])[C:3]1[CH:7]=[CH:8][C:9]([O:12][CH3:13])=[C:10]([Cl:11])[C:2]=1[NH2:1]. The yield is 0.500. (5) The reactants are [CH2:1]([O:3][C:4](=[O:16])[C:5]#[C:6][C:7]1[CH:15]=[CH:14][C:10]2[O:11][CH2:12][O:13][C:9]=2[CH:8]=1)[CH3:2].[C:17]([O:21][C:22]([N:24]1[C:33]2[C:28](=[CH:29][CH:30]=[C:31]([CH2:34][CH2:35][O:36][C:37]3[CH:38]=[C:39]4[C:43](=[CH:44][CH:45]=3)[NH:42][CH:41]=[CH:40]4)[N:32]=2)[CH2:27][CH2:26][CH2:25]1)=[O:23])([CH3:20])([CH3:19])[CH3:18]. No catalyst specified. The product is [C:17]([O:21][C:22]([N:24]1[C:33]2[C:28](=[CH:29][CH:30]=[C:31]([CH2:34][CH2:35][O:36][C:37]3[CH:38]=[C:39]4[C:43](=[CH:44][CH:45]=3)[N:42]([C:6]([C:7]3[CH:15]=[CH:14][C:10]5[O:11][CH2:12][O:13][C:9]=5[CH:8]=3)=[CH:5][C:4]([O:3][CH2:1][CH3:2])=[O:16])[CH:41]=[CH:40]4)[N:32]=2)[CH2:27][CH2:26][CH2:25]1)=[O:23])([CH3:20])([CH3:18])[CH3:19]. The yield is 0.390.